This data is from Forward reaction prediction with 1.9M reactions from USPTO patents (1976-2016). The task is: Predict the product of the given reaction. (1) Given the reactants [CH2:1]1[O:5][C@@H:4]2[C@H:6]([OH:9])[CH2:7][O:8][C@@H:3]2[C@@H:2]1[OH:10].[S:11](Cl)([C:14]1[CH:20]=[CH:19][C:17]([CH3:18])=[CH:16][CH:15]=1)(=[O:13])=[O:12].C(N([CH2:27][CH3:28])CC)C.C(=O)([O-])[O-].[Na+].[Na+], predict the reaction product. The product is: [CH3:18][C:17]1[CH:19]=[CH:20][C:14]([S:11]([O:10][C@@H:2]2[CH2:1][O:5][C@@H:4]3[C@H:6]([O:9][S:11]([C:14]4[CH:20]=[CH:19][C:27]([CH3:28])=[CH:16][CH:15]=4)(=[O:13])=[O:12])[CH2:7][O:8][C@H:3]23)(=[O:13])=[O:12])=[CH:15][CH:16]=1. (2) The product is: [CH3:37][C:31]1([C:29]([C:28]2[C:22]3[C:23](=[N:24][CH:25]=[C:20]([C:16]4[CH:17]=[CH:18][CH:19]=[C:14]([N:11]5[CH2:12][CH2:13][NH:8][CH2:9][CH2:10]5)[CH:15]=4)[N:21]=3)[NH:26][CH:27]=2)=[O:30])[CH2:36][CH2:35][CH2:34][CH2:33][CH2:32]1. Given the reactants C(OC([N:8]1[CH2:13][CH2:12][N:11]([C:14]2[CH:19]=[CH:18][CH:17]=[C:16]([C:20]3[N:21]=[C:22]4[C:28]([C:29]([C:31]5([CH3:37])[CH2:36][CH2:35][CH2:34][CH2:33][CH2:32]5)=[O:30])=[CH:27][NH:26][C:23]4=[N:24][CH:25]=3)[CH:15]=2)[CH2:10][CH2:9]1)=O)(C)(C)C.C(O)(C(F)(F)F)=O, predict the reaction product.